Dataset: CYP2C19 inhibition data for predicting drug metabolism from PubChem BioAssay. Task: Regression/Classification. Given a drug SMILES string, predict its absorption, distribution, metabolism, or excretion properties. Task type varies by dataset: regression for continuous measurements (e.g., permeability, clearance, half-life) or binary classification for categorical outcomes (e.g., BBB penetration, CYP inhibition). Dataset: cyp2c19_veith. (1) The compound is N#CCCn1c(=O)c(-c2cccc(C#N)c2)nc2cnc(Oc3ccccc3)nc21. The result is 0 (non-inhibitor). (2) The molecule is COc1ccc(CN(CCC#N)C(=S)NC(=O)c2ccccc2)cc1. The result is 1 (inhibitor). (3) The drug is Clc1ccc(-c2nnc(CCc3ccccc3)o2)c(Cl)c1. The result is 1 (inhibitor).